Dataset: Peptide-MHC class I binding affinity with 185,985 pairs from IEDB/IMGT. Task: Regression. Given a peptide amino acid sequence and an MHC pseudo amino acid sequence, predict their binding affinity value. This is MHC class I binding data. (1) The peptide sequence is RESGLLPSLL. The MHC is HLA-B18:01 with pseudo-sequence HLA-B18:01. The binding affinity (normalized) is 0.169. (2) The peptide sequence is RFPLCFGW. The MHC is HLA-A03:01 with pseudo-sequence HLA-A03:01. The binding affinity (normalized) is 0.0157. (3) The peptide sequence is GVRQFSGWM. The MHC is HLA-A02:16 with pseudo-sequence HLA-A02:16. The binding affinity (normalized) is 0.0847. (4) The peptide sequence is TEMYIMYAM. The MHC is HLA-B58:01 with pseudo-sequence HLA-B58:01. The binding affinity (normalized) is 0.213.